From a dataset of Reaction yield outcomes from USPTO patents with 853,638 reactions. Predict the reaction yield, written as a fraction of the theoretical maximum amount of product (1.0 means a 100% yield; for example, 0.34 means a 34% yield). (1) The reactants are [Cl:1][C:2]1[CH:3]=[C:4]([C@@H:9]2[C@@H:13]([CH2:14][NH:15][C:16]3[N:21]=[CH:20][C:19]([C:22]([F:25])([F:24])[F:23])=[CH:18][N:17]=3)[CH2:12][N:11]([C:26]([C:28]3[CH:33]=[C:32]([CH3:34])[N:31]=[N:30][CH:29]=3)=[O:27])[CH2:10]2)[CH:5]=[CH:6][C:7]=1[Cl:8].[H-].[Na+].[CH3:37]I. The catalyst is CN(C=O)C. The product is [Cl:1][C:2]1[CH:3]=[C:4]([C@@H:9]2[C@@H:13]([CH2:14][N:15]([CH3:37])[C:16]3[N:17]=[CH:18][C:19]([C:22]([F:24])([F:25])[F:23])=[CH:20][N:21]=3)[CH2:12][N:11]([C:26]([C:28]3[CH:33]=[C:32]([CH3:34])[N:31]=[N:30][CH:29]=3)=[O:27])[CH2:10]2)[CH:5]=[CH:6][C:7]=1[Cl:8]. The yield is 0.580. (2) The product is [CH3:19][O:18][CH2:17][C@H:16]([CH3:20])[O:15][C:13]1[CH:14]=[C:9]([CH:10]=[C:11]([C:21]2[NH:22][C:23]([C:26]3[S:27][CH:28]=[CH:29][N:30]=3)=[CH:24][CH:25]=2)[CH:12]=1)[O:8][C:7]1[CH:38]=[CH:39][C:4]([C:1](=[O:3])[CH3:2])=[CH:5][CH:6]=1. The yield is 0.940. The reactants are [C:1]([C:4]1[CH:39]=[CH:38][C:7]([O:8][C:9]2[CH:10]=[C:11]([C:21]3[N:22](C(OC(C)(C)C)=O)[C:23]([C:26]4[S:27][CH:28]=[CH:29][N:30]=4)=[CH:24][CH:25]=3)[CH:12]=[C:13]([O:15][C@@H:16]([CH3:20])[CH2:17][O:18][CH3:19])[CH:14]=2)=[CH:6][CH:5]=1)(=[O:3])[CH3:2].FC(F)(F)C(O)=O. The catalyst is ClCCl.